From a dataset of Catalyst prediction with 721,799 reactions and 888 catalyst types from USPTO. Predict which catalyst facilitates the given reaction. (1) The catalyst class is: 132. Product: [F:27][C:28]1[C:33]([F:34])=[CH:32][CH:31]=[CH:30][C:29]=1[C@@H:35]1[CH2:45][CH2:44][C@H:43]([OH:46])[C:38]2=[N:39][CH:40]=[CH:41][CH:42]=[C:37]2[C@H:36]1[NH:47][C:48](=[O:54])[O:49][C:50]([CH3:52])([CH3:51])[CH3:53]. Reactant: CC(OC(/N=N/C(OC(C)C)=O)=O)C.[N+](C1C=CC(C(O)=O)=CC=1)([O-])=O.[F:27][C:28]1[C:33]([F:34])=[CH:32][CH:31]=[CH:30][C:29]=1[C@@H:35]1[CH2:45][CH2:44][C@@H:43]([OH:46])[C:38]2=[N:39][CH:40]=[CH:41][CH:42]=[C:37]2[C@H:36]1[NH:47][C:48](=[O:54])[O:49][C:50]([CH3:53])([CH3:52])[CH3:51].[OH-].[Li+]. (2) Reactant: [CH:1]1([C:4]2[NH:8][N:7]=[C:6]([C:9]([F:12])([F:11])[F:10])[CH:5]=2)[CH2:3][CH2:2]1.[F:13][C:14]1[CH:15]=[C:16]([N+:22]([O-:24])=[O:23])[CH:17]=[C:18]([F:21])[C:19]=1F.[H-].[Na+]. Product: [CH:1]1([C:4]2[N:8]([C:19]3[C:18]([F:21])=[CH:17][C:16]([N+:22]([O-:24])=[O:23])=[CH:15][C:14]=3[F:13])[N:7]=[C:6]([C:9]([F:11])([F:12])[F:10])[CH:5]=2)[CH2:2][CH2:3]1. The catalyst class is: 1.